Predict which catalyst facilitates the given reaction. From a dataset of Catalyst prediction with 721,799 reactions and 888 catalyst types from USPTO. Reactant: [C:1]([C:5]1[O:9][N:8]=[C:7]([NH:10][C:11]([C@@H:13]2[CH2:17][C@@H:16]([OH:18])[CH2:15][N:14]2[C:19]2[CH:24]=[CH:23][N:22]=[C:21](Cl)[N:20]=2)=[O:12])[CH:6]=1)([CH3:4])([CH3:3])[CH3:2]. Product: [C:1]([C:5]1[O:9][N:8]=[C:7]([NH:10][C:11]([C@@H:13]2[CH2:17][C@@H:16]([OH:18])[CH2:15][N:14]2[C:19]2[CH:24]=[CH:23][N:22]=[CH:21][N:20]=2)=[O:12])[CH:6]=1)([CH3:4])([CH3:2])[CH3:3]. The catalyst class is: 29.